From a dataset of Reaction yield outcomes from USPTO patents with 853,638 reactions. Predict the reaction yield, written as a fraction of the theoretical maximum amount of product (1.0 means a 100% yield; for example, 0.34 means a 34% yield). The reactants are [CH2:1]([O:3][C:4]1[CH:9]=[CH:8][CH:7]=[CH:6][C:5]=1[C:10]1[CH:15]=[CH:14][CH:13]=[CH:12][C:11]=1[C:16]1[N:20]([C:21]2[CH:26]=[CH:25][CH:24]=[CH:23][C:22]=2[F:27])[N:19]=[N:18][N:17]=1)[CH3:2].I[CH:29](C)C. No catalyst specified. The product is [F:27][C:22]1[CH:23]=[CH:24][CH:25]=[CH:26][C:21]=1[N:20]1[C:16]([C:11]2[CH:12]=[CH:13][CH:14]=[CH:15][C:10]=2[C:5]2[CH:6]=[CH:7][CH:8]=[CH:9][C:4]=2[O:3][CH:1]([CH3:29])[CH3:2])=[N:17][N:18]=[N:19]1. The yield is 0.750.